This data is from Forward reaction prediction with 1.9M reactions from USPTO patents (1976-2016). The task is: Predict the product of the given reaction. Given the reactants [NH2:1][CH2:2][C:3]1([CH2:22][C:23]([OH:25])=O)[CH2:7][C@@H:6]([C:8]([O:10][C:11]([CH3:14])([CH3:13])[CH3:12])=[O:9])[N:5]([C:15]([O:17][C:18]([CH3:21])([CH3:20])[CH3:19])=[O:16])[CH2:4]1.ON1C2C=CC=CC=2N=N1.Cl.C(N=C=NCCCN(C)C)C.C(N(CC)C(C)C)(C)C, predict the reaction product. The product is: [O:25]=[C:23]1[CH2:22][C:3]2([CH2:4][N:5]([C:15]([O:17][C:18]([CH3:20])([CH3:21])[CH3:19])=[O:16])[C@H:6]([C:8]([O:10][C:11]([CH3:12])([CH3:14])[CH3:13])=[O:9])[CH2:7]2)[CH2:2][NH:1]1.